From a dataset of NCI-60 drug combinations with 297,098 pairs across 59 cell lines. Regression. Given two drug SMILES strings and cell line genomic features, predict the synergy score measuring deviation from expected non-interaction effect. (1) Drug 1: C1CCC(CC1)NC(=O)N(CCCl)N=O. Drug 2: CC1C(C(CC(O1)OC2CC(OC(C2O)C)OC3=CC4=CC5=C(C(=O)C(C(C5)C(C(=O)C(C(C)O)O)OC)OC6CC(C(C(O6)C)O)OC7CC(C(C(O7)C)O)OC8CC(C(C(O8)C)O)(C)O)C(=C4C(=C3C)O)O)O)O. Cell line: ACHN. Synergy scores: CSS=12.8, Synergy_ZIP=-5.78, Synergy_Bliss=-2.89, Synergy_Loewe=-3.20, Synergy_HSA=-2.56. (2) Drug 1: C1CN(CCN1C(=O)CCBr)C(=O)CCBr. Drug 2: CN(C(=O)NC(C=O)C(C(C(CO)O)O)O)N=O. Cell line: SF-268. Synergy scores: CSS=22.7, Synergy_ZIP=-4.54, Synergy_Bliss=0.0445, Synergy_Loewe=-7.23, Synergy_HSA=0.365. (3) Drug 1: C1CCC(CC1)NC(=O)N(CCCl)N=O. Drug 2: C1CC(C1)(C(=O)O)C(=O)O.[NH2-].[NH2-].[Pt+2]. Cell line: MALME-3M. Synergy scores: CSS=34.1, Synergy_ZIP=-5.82, Synergy_Bliss=1.29, Synergy_Loewe=-4.07, Synergy_HSA=2.25. (4) Drug 1: CN1CCC(CC1)COC2=C(C=C3C(=C2)N=CN=C3NC4=C(C=C(C=C4)Br)F)OC. Drug 2: CCCCC(=O)OCC(=O)C1(CC(C2=C(C1)C(=C3C(=C2O)C(=O)C4=C(C3=O)C=CC=C4OC)O)OC5CC(C(C(O5)C)O)NC(=O)C(F)(F)F)O. Cell line: T-47D. Synergy scores: CSS=12.8, Synergy_ZIP=-2.23, Synergy_Bliss=5.82, Synergy_Loewe=5.41, Synergy_HSA=6.99. (5) Drug 2: CCC1=C2CN3C(=CC4=C(C3=O)COC(=O)C4(CC)O)C2=NC5=C1C=C(C=C5)O. Synergy scores: CSS=11.7, Synergy_ZIP=0.640, Synergy_Bliss=6.40, Synergy_Loewe=-19.3, Synergy_HSA=3.97. Cell line: HCT-15. Drug 1: C1CC(C1)(C(=O)O)C(=O)O.[NH2-].[NH2-].[Pt+2].